Dataset: Peptide-MHC class I binding affinity with 185,985 pairs from IEDB/IMGT. Task: Regression. Given a peptide amino acid sequence and an MHC pseudo amino acid sequence, predict their binding affinity value. This is MHC class I binding data. The peptide sequence is GHQAAMQML. The MHC is HLA-B38:01 with pseudo-sequence HLA-B38:01. The binding affinity (normalized) is 0.360.